Dataset: Forward reaction prediction with 1.9M reactions from USPTO patents (1976-2016). Task: Predict the product of the given reaction. (1) The product is: [N:15]1([C:7]2[CH:6]=[CH:5][N:4]=[CH:3][C:2]=2[Br:1])[CH2:18][CH2:17][CH2:16]1. Given the reactants [Br:1][C:2]1[CH:3]=[N:4][CH:5]=[CH:6][C:7]=1Cl.C(=O)([O-])[O-].[Cs+].[Cs+].[NH:15]1[CH2:18][CH2:17][CH2:16]1, predict the reaction product. (2) The product is: [CH2:4]([CH:3]([N:6]1[C:10]2[N:11]=[C:12]([NH:15][C:16]3[CH:17]=[CH:18][C:19]([N:22]4[CH2:23][CH2:24][NH:25][CH2:26][CH2:27]4)=[CH:20][CH:21]=3)[N:13]=[CH:14][C:9]=2[CH:8]=[C:7]1[CH:31]([O:33][CH3:35])[CH3:32])[CH2:1][CH3:2])[CH3:5]. Given the reactants [CH2:1]([CH:3]([N:6]1[C:10]2[N:11]=[C:12]([NH:15][C:16]3[CH:21]=[CH:20][C:19]([N:22]4[CH2:27][CH2:26][N:25](C(=O)C)[CH2:24][CH2:23]4)=[CH:18][CH:17]=3)[N:13]=[CH:14][C:9]=2[CH:8]=[C:7]1[CH:31]([OH:33])[CH3:32])[CH2:4][CH3:5])[CH3:2].Cl.[CH3:35]O, predict the reaction product. (3) The product is: [OH:20][CH:5]1[CH:4]([NH:1][C:33](=[O:34])[O:32][C:29]([CH3:31])([CH3:30])[CH3:28])[CH:9]=[C:8]([C:10]2[CH:15]=[CH:14][N:13]=[CH:12][C:11]=2[N+:16]([O-:18])=[O:17])[CH2:7][CH:6]1[CH3:19]. Given the reactants [N:1]([CH:4]1[CH:9]=[C:8]([C:10]2[CH:15]=[CH:14][N:13]=[CH:12][C:11]=2[N+:16]([O-:18])=[O:17])[CH2:7][CH:6]([CH3:19])[CH:5]1[OH:20])=[N+]=[N-].CP(C)C.CCO.[CH3:28][C:29]([O:32][C:33](O[C:33]([O:32][C:29]([CH3:31])([CH3:30])[CH3:28])=[O:34])=[O:34])([CH3:31])[CH3:30], predict the reaction product. (4) The product is: [F:15][C:12]1[C:13]2[CH2:14][NH:6][C:7](=[O:31])[C:8]=2[C:9]([C:25]2[CH:26]=[N:27][N:28]([CH3:30])[CH:29]=2)=[N:10][C:11]=1[NH:16][C@H:17]([CH2:21][CH:22]([CH3:24])[CH3:23])[C:18]([NH2:20])=[O:19]. Given the reactants COC1C=C(OC)C=CC=1C[N:6]1[CH2:14][C:13]2[C:12]([F:15])=[C:11]([NH:16][C@H:17]([CH2:21][CH:22]([CH3:24])[CH3:23])[C:18]([NH2:20])=[O:19])[N:10]=[C:9]([C:25]3[CH:26]=[N:27][N:28]([CH3:30])[CH:29]=3)[C:8]=2[C:7]1=[O:31], predict the reaction product. (5) Given the reactants [N+:1]([C:4]1[CH:12]=[CH:11][C:7]([C:8]([OH:10])=[O:9])=[C:6]([NH:13][CH:14]2[CH2:19][CH2:18][O:17][CH2:16][CH2:15]2)[CH:5]=1)([O-:3])=[O:2].[F:20][C:21]([F:32])([F:31])[C:22](O[C:22](=[O:23])[C:21]([F:32])([F:31])[F:20])=[O:23], predict the reaction product. The product is: [N+:1]([C:4]1[CH:12]=[CH:11][C:7]([C:8]([OH:10])=[O:9])=[C:6]([N:13]([CH:14]2[CH2:19][CH2:18][O:17][CH2:16][CH2:15]2)[C:22](=[O:23])[C:21]([F:32])([F:31])[F:20])[CH:5]=1)([O-:3])=[O:2]. (6) Given the reactants C(OP([CH2:9][C:10]([O:12][CH2:13][CH3:14])=[O:11])(OCC)=O)C.[H-].[Na+].[CH2:17]([O:21][C:22]1[CH:26]=[C:25]([CH:27]=O)[N:24]([CH2:29][C:30]2[CH:35]=[CH:34][C:33]([Cl:36])=[CH:32][C:31]=2[Cl:37])[N:23]=1)[CH2:18][CH2:19][CH3:20], predict the reaction product. The product is: [CH2:17]([O:21][C:22]1[CH:26]=[C:25](/[CH:27]=[CH:9]/[C:10]([O:12][CH2:13][CH3:14])=[O:11])[N:24]([CH2:29][C:30]2[CH:35]=[CH:34][C:33]([Cl:36])=[CH:32][C:31]=2[Cl:37])[N:23]=1)[CH2:18][CH2:19][CH3:20].